This data is from Full USPTO retrosynthesis dataset with 1.9M reactions from patents (1976-2016). The task is: Predict the reactants needed to synthesize the given product. The reactants are: [CH3:1][C:2]([O:5][C:6](=[O:19])[NH:7][N:8]1[C:16](=[O:17])[C:15]2[C:10](=[CH:11][CH:12]=[CH:13][CH:14]=2)[C:9]1=[O:18])([CH3:4])[CH3:3].C(=O)([O-])[O-].[K+].[K+].Br[CH2:27][C:28]1[C:32]([CH3:33])=[N:31][O:30][N:29]=1. Given the product [C:2]([O:5][C:6](=[O:19])[N:7]([N:8]1[C:16](=[O:17])[C:15]2[C:10](=[CH:11][CH:12]=[CH:13][CH:14]=2)[C:9]1=[O:18])[CH2:27][C:28]1[C:32]([CH3:33])=[N:31][O:30][N:29]=1)([CH3:1])([CH3:3])[CH3:4], predict the reactants needed to synthesize it.